This data is from Catalyst prediction with 721,799 reactions and 888 catalyst types from USPTO. The task is: Predict which catalyst facilitates the given reaction. (1) Reactant: [CH3:1][O:2][CH2:3][CH2:4][CH2:5][C:6]1[CH:7]=[C:8]([C:16]([OH:18])=O)[C:9]2[C:14]([CH:15]=1)=[CH:13][CH:12]=[CH:11][CH:10]=2.C(Cl)(=O)C(Cl)=O.CC[N:27]([CH:31]([CH3:33])[CH3:32])C(C)C.C1(N)CC1. Product: [CH:31]1([NH:27][C:16]([C:8]2[C:9]3[C:14](=[CH:13][CH:12]=[CH:11][CH:10]=3)[CH:15]=[C:6]([CH2:5][CH2:4][CH2:3][O:2][CH3:1])[CH:7]=2)=[O:18])[CH2:33][CH2:32]1. The catalyst class is: 85. (2) Reactant: [NH:1]([C:27]([O:29][C:30]([CH3:33])([CH3:32])[CH3:31])=[O:28])[C@H:2]([C:10]([NH:12][C@H:13]([C:24]([OH:26])=[O:25])[CH2:14][C:15]1[C:23]2[C:18](=[CH:19][CH:20]=[CH:21][CH:22]=2)[NH:17][CH:16]=1)=[O:11])[CH2:3][CH2:4][CH2:5][NH:6][C:7](=[NH:9])[NH2:8].Cl.C1C=CC2N(O)N=NC=2C=1.CCN(C(C)C)C(C)C.CN(C(ON1N=NC2C=CC=CC1=2)=[N+](C)C)C.F[P-](F)(F)(F)(F)F. Product: [NH:1]([C:27]([O:29][C:30]([CH3:33])([CH3:32])[CH3:31])=[O:28])[C@H:2]([C:10]([NH:12][C@H:13]([C:24]([OH:26])=[O:25])[CH2:14][C:15]1[C:23]2[C:18](=[CH:19][CH:20]=[CH:21][CH:22]=2)[NH:17][CH:16]=1)=[O:11])[CH2:3][CH2:4][CH2:5][NH:6][C:7](=[NH:8])[NH2:9]. The catalyst class is: 3.